Dataset: Catalyst prediction with 721,799 reactions and 888 catalyst types from USPTO. Task: Predict which catalyst facilitates the given reaction. Reactant: [CH2:1]=[C:2]([CH2:13][C:14]1[CH:19]=[CH:18][CH:17]=[CH:16][CH:15]=1)[C:3]([O:5][CH2:6][C:7]1[CH:12]=[CH:11][CH:10]=[CH:9][CH:8]=1)=[O:4].Cl.[CH3:21][N:22]([CH3:26])[CH2:23][CH2:24][SH:25].N1CCCCC1.[OH-].C([N+](C)(C)C)C1C=CC=CC=1. Product: [CH3:21][N:22]([CH3:26])[CH2:23][CH2:24][S:25][CH2:1][CH:2]([CH2:13][C:14]1[CH:15]=[CH:16][CH:17]=[CH:18][CH:19]=1)[C:3]([O:5][CH2:6][C:7]1[CH:8]=[CH:9][CH:10]=[CH:11][CH:12]=1)=[O:4]. The catalyst class is: 5.